Dataset: Full USPTO retrosynthesis dataset with 1.9M reactions from patents (1976-2016). Task: Predict the reactants needed to synthesize the given product. (1) Given the product [CH3:52][C:36]1[CH:35]=[CH:34][C:33]([NH:32][CH3:20])=[CH:38][C:37]=1[N:39]([C:40]1[N:45]=[C:44]([C:46]2[CH:47]=[N:48][CH:49]=[CH:50][CH:51]=2)[CH:43]=[CH:42][N:41]=1)[CH:15]=[O:16], predict the reactants needed to synthesize it. The reactants are: Cl.Cl.CN1CCN(CC2C=CC([C:15](O)=[O:16])=CC=2)CC1.[C:20](N1C=CN=C1)(N1C=CN=C1)=O.[NH2:32][C:33]1[CH:34]=[CH:35][C:36]([CH3:52])=[C:37]([NH:39][C:40]2[N:45]=[C:44]([C:46]3[CH:47]=[N:48][CH:49]=[CH:50][CH:51]=3)[CH:43]=[CH:42][N:41]=2)[CH:38]=1. (2) Given the product [CH3:11][O:10][N:9]([CH3:8])[C:19](=[O:23])[CH2:20][CH2:21][CH3:22], predict the reactants needed to synthesize it. The reactants are: C(=O)([O-])[O-].[K+].[K+].Cl.[CH3:8][NH:9][O:10][CH3:11].C1(C)C=CC=CC=1.[C:19](Cl)(=[O:23])[CH2:20][CH2:21][CH3:22].